From a dataset of Reaction yield outcomes from USPTO patents with 853,638 reactions. Predict the reaction yield, written as a fraction of the theoretical maximum amount of product (1.0 means a 100% yield; for example, 0.34 means a 34% yield). (1) The reactants are [F:1][C:2]([F:17])([F:16])[C:3]1[C:11]2[CH2:10][CH2:9][CH2:8][CH2:7][C:6]=2[N:5]([CH2:12][C:13]([OH:15])=O)[N:4]=1.C(Cl)(=O)C(Cl)=O.[NH2:24][C:25]1[N:29]([CH3:30])[N:28]=[CH:27][C:26]=1[C:31]([NH2:33])=[O:32]. The catalyst is O1CCCC1.CN(C)C=O. The product is [CH3:30][N:29]1[C:25]([NH:24][C:13](=[O:15])[CH2:12][N:5]2[C:6]3[CH2:7][CH2:8][CH2:9][CH2:10][C:11]=3[C:3]([C:2]([F:1])([F:17])[F:16])=[N:4]2)=[C:26]([C:31]([NH2:33])=[O:32])[CH:27]=[N:28]1. The yield is 0.160. (2) The reactants are [C:1](Cl)(=[O:3])[CH3:2].[N+:5]([C:8]1[CH:9]=[CH:10][C:11]2[O:16][CH2:15][CH2:14][NH:13][C:12]=2[CH:17]=1)([O-:7])=[O:6].C([O-])(O)=O.[Na+]. The catalyst is C(Cl)Cl. The product is [C:1]([N:13]1[C:12]2[CH:17]=[C:8]([N+:5]([O-:7])=[O:6])[CH:9]=[CH:10][C:11]=2[O:16][CH2:15][CH2:14]1)(=[O:3])[CH3:2]. The yield is 0.900.